The task is: Regression. Given two drug SMILES strings and cell line genomic features, predict the synergy score measuring deviation from expected non-interaction effect.. This data is from NCI-60 drug combinations with 297,098 pairs across 59 cell lines. (1) Drug 1: CC(CN1CC(=O)NC(=O)C1)N2CC(=O)NC(=O)C2. Drug 2: C1=CC=C(C(=C1)C(C2=CC=C(C=C2)Cl)C(Cl)Cl)Cl. Cell line: NCI-H322M. Synergy scores: CSS=5.92, Synergy_ZIP=-0.660, Synergy_Bliss=1.62, Synergy_Loewe=-0.0155, Synergy_HSA=1.28. (2) Drug 1: CNC(=O)C1=NC=CC(=C1)OC2=CC=C(C=C2)NC(=O)NC3=CC(=C(C=C3)Cl)C(F)(F)F. Drug 2: CC(C)(C#N)C1=CC(=CC(=C1)CN2C=NC=N2)C(C)(C)C#N. Cell line: RXF 393. Synergy scores: CSS=-1.97, Synergy_ZIP=3.29, Synergy_Bliss=3.15, Synergy_Loewe=-4.15, Synergy_HSA=-1.90. (3) Drug 1: CC12CCC3C(C1CCC2O)C(CC4=C3C=CC(=C4)O)CCCCCCCCCS(=O)CCCC(C(F)(F)F)(F)F. Drug 2: CCC1(C2=C(COC1=O)C(=O)N3CC4=CC5=C(C=CC(=C5CN(C)C)O)N=C4C3=C2)O.Cl. Cell line: HOP-62. Synergy scores: CSS=32.7, Synergy_ZIP=4.28, Synergy_Bliss=5.33, Synergy_Loewe=-25.2, Synergy_HSA=1.12. (4) Drug 1: CCC1=C2CN3C(=CC4=C(C3=O)COC(=O)C4(CC)O)C2=NC5=C1C=C(C=C5)O. Drug 2: C1=NNC2=C1C(=O)NC=N2. Cell line: MDA-MB-435. Synergy scores: CSS=22.7, Synergy_ZIP=-5.64, Synergy_Bliss=0.0536, Synergy_Loewe=-16.1, Synergy_HSA=-1.58. (5) Drug 1: C1=CC=C(C(=C1)C(C2=CC=C(C=C2)Cl)C(Cl)Cl)Cl. Drug 2: B(C(CC(C)C)NC(=O)C(CC1=CC=CC=C1)NC(=O)C2=NC=CN=C2)(O)O. Cell line: HCC-2998. Synergy scores: CSS=15.8, Synergy_ZIP=2.08, Synergy_Bliss=-0.705, Synergy_Loewe=-67.7, Synergy_HSA=-4.35.